Dataset: Catalyst prediction with 721,799 reactions and 888 catalyst types from USPTO. Task: Predict which catalyst facilitates the given reaction. (1) Reactant: O=C[C@@H]([C@H]([C@@H]([C@@H](CO)O)O)O)O.C1C=[N+]([C@@H]2O[C@H](COP(OP(OC[C@H]3O[C@@H](N4C5N=CN=C(N)C=5N=C4)[C@H](OP(O)(O)=O)[C@@H]3O)(O)=O)(O)=O)[C@@H](O)[C@H]2O)C=C(C(N)=O)C=1.[C:61]([O:69][CH2:70][C@@H:71]([OH:83])[CH2:72][C:73](=[O:82])[CH2:74][C:75]([O:77][C:78]([CH3:81])([CH3:80])[CH3:79])=[O:76])(=O)[C:62]1[CH:67]=[CH:66][CH:65]=[CH:64][CH:63]=1.[OH-].[Na+]. Product: [CH2:61]([O:69][CH2:70][C@H:71]([OH:83])[CH2:72][C@@H:73]([OH:82])[CH2:74][C:75]([O:77][C:78]([CH3:79])([CH3:80])[CH3:81])=[O:76])[C:62]1[CH:63]=[CH:64][CH:65]=[CH:66][CH:67]=1. The catalyst class is: 11. (2) Reactant: [Cl:1][C:2]1[C:6]([N:7]([CH2:14][CH3:15])[C:8](=[O:13])[CH2:9][CH2:10][NH:11][CH3:12])=[CH:5][N:4]([C:16]2[CH:17]=[N:18][CH:19]=[CH:20][CH:21]=2)[N:3]=1.N1C=CC=CC=1.[F:28][C:29]([F:35])([F:34])[CH2:30][C:31](Cl)=[O:32]. Product: [Cl:1][C:2]1[C:6]([N:7]([CH2:14][CH3:15])[C:8](=[O:13])[CH2:9][CH2:10][N:11]([CH3:12])[C:31](=[O:32])[CH2:30][C:29]([F:35])([F:34])[F:28])=[CH:5][N:4]([C:16]2[CH:17]=[N:18][CH:19]=[CH:20][CH:21]=2)[N:3]=1. The catalyst class is: 808.